From a dataset of Reaction yield outcomes from USPTO patents with 853,638 reactions. Predict the reaction yield, written as a fraction of the theoretical maximum amount of product (1.0 means a 100% yield; for example, 0.34 means a 34% yield). (1) The reactants are [Cl:1][C:2]1[CH:3]=[C:4]([CH:23]=[CH:24][C:25]=1[O:26][CH2:27][C:28]1[CH:33]=[CH:32][CH:31]=[C:30]([F:34])[CH:29]=1)[NH:5][C:6]1[C:15]2[C:10](=[CH:11][CH:12]=[CH:13][C:14]=2[O:16][CH:17]2[CH2:22][CH2:21][NH:20][CH2:19][CH2:18]2)[N:9]=[CH:8][N:7]=1.Br[CH2:36][C:37]([O:39][CH3:40])=[O:38]. No catalyst specified. The product is [Cl:1][C:2]1[CH:3]=[C:4]([CH:23]=[CH:24][C:25]=1[O:26][CH2:27][C:28]1[CH:33]=[CH:32][CH:31]=[C:30]([F:34])[CH:29]=1)[NH:5][C:6]1[C:15]2[C:10](=[CH:11][CH:12]=[CH:13][C:14]=2[O:16][CH:17]2[CH2:22][CH2:21][N:20]([CH2:36][C:37]([O:39][CH3:40])=[O:38])[CH2:19][CH2:18]2)[N:9]=[CH:8][N:7]=1. The yield is 0.380. (2) The reactants are [Br:1][C:2]1[CH:3]=[C:4]2[C:9](=[CH:10][CH:11]=1)[N:8]=[C:7]([Cl:12])[N:6]=[C:5]2Cl.[CH2:14]([OH:21])[C:15]1[CH:20]=[CH:19][CH:18]=[CH:17][CH:16]=1.[H-].[Na+].O. The catalyst is O1CCCC1. The product is [CH2:14]([O:21][C:5]1[C:4]2[C:9](=[CH:10][CH:11]=[C:2]([Br:1])[CH:3]=2)[N:8]=[C:7]([Cl:12])[N:6]=1)[C:15]1[CH:20]=[CH:19][CH:18]=[CH:17][CH:16]=1. The yield is 0.990. (3) The reactants are [Cl:1][C:2]1[CH:7]=[CH:6][C:5]([C:8]2[CH:13]=[CH:12][CH:11]=[CH:10][C:9]=2[C@H:14]([OH:30])[CH:15]2[CH2:20][CH2:19][N:18]([C:21]3[CH:29]=[CH:28][C:24]([C:25](O)=[O:26])=[CH:23][CH:22]=3)[CH2:17][CH2:16]2)=[CH:4][CH:3]=1.[Si:31]([O:38][CH2:39][CH2:40][N:41]([CH2:71][CH3:72])[CH2:42][CH2:43][C@@H:44]([NH:53][C:54]1[CH:59]=[CH:58][C:57]([S:60]([NH2:63])(=[O:62])=[O:61])=[CH:56][C:55]=1[S:64]([C:67]([F:70])([F:69])[F:68])(=[O:66])=[O:65])[CH2:45][S:46][C:47]1[CH:52]=[CH:51][CH:50]=[CH:49][CH:48]=1)([C:34]([CH3:37])([CH3:36])[CH3:35])([CH3:33])[CH3:32].C(Cl)CCl. The catalyst is CN(C1C=CN=CC=1)C.C(Cl)Cl. The product is [Si:31]([O:38][CH2:39][CH2:40][N:41]([CH2:71][CH3:72])[CH2:42][CH2:43][C@@H:44]([NH:53][C:54]1[CH:59]=[CH:58][C:57]([S:60]([NH:63][C:25](=[O:26])[C:24]2[CH:28]=[CH:29][C:21]([N:18]3[CH2:19][CH2:20][CH:15]([C@H:14]([C:9]4[CH:10]=[CH:11][CH:12]=[CH:13][C:8]=4[C:5]4[CH:4]=[CH:3][C:2]([Cl:1])=[CH:7][CH:6]=4)[OH:30])[CH2:16][CH2:17]3)=[CH:22][CH:23]=2)(=[O:61])=[O:62])=[CH:56][C:55]=1[S:64]([C:67]([F:68])([F:69])[F:70])(=[O:66])=[O:65])[CH2:45][S:46][C:47]1[CH:48]=[CH:49][CH:50]=[CH:51][CH:52]=1)([C:34]([CH3:37])([CH3:35])[CH3:36])([CH3:33])[CH3:32]. The yield is 0.620. (4) The reactants are Br[CH2:2][C:3]([O:5][CH2:6][CH3:7])=[O:4].[OH:8][N:9]1[C:13](=[O:14])[C:12]2=[CH:15][CH:16]=[CH:17][CH:18]=[C:11]2[C:10]1=[O:19].CCN(C(C)C)C(C)C.[Cl-].[NH4+]. The catalyst is CN(C)C=O. The product is [CH2:6]([O:5][C:3](=[O:4])[CH2:2][O:8][N:9]1[C:13](=[O:14])[C:12]2[C:11](=[CH:18][CH:17]=[CH:16][CH:15]=2)[C:10]1=[O:19])[CH3:7]. The yield is 0.600. (5) The reactants are [F:1][C:2]1[CH:7]=[CH:6][C:5]([Br:8])=[CH:4][C:3]=1[OH:9].C(=O)([O-])[O-].[K+].[K+].[I-].[Na+].Br[CH2:19][CH2:20][CH:21]=[C:22]([F:24])[F:23]. The catalyst is CCCCCCCC[N+](CCCCCCCC)(CCCCCCCC)C.[Cl-].C(C(C)=O)C.ClCCl. The product is [Br:8][C:5]1[CH:6]=[CH:7][C:2]([F:1])=[C:3]([O:9][CH2:19][CH2:20][CH:21]=[C:22]([F:24])[F:23])[CH:4]=1. The yield is 0.630. (6) The catalyst is ClCCCl. The yield is 0.690. The reactants are Cl.[F:2][C:3]1[CH:4]=[C:5]2[C:10](=[CH:11][CH:12]=1)[CH2:9][CH:8]([NH2:13])[CH2:7][CH2:6]2.[CH:14]([C@@H:16]1[CH2:21][CH2:20][CH2:19][CH2:18][C@H:17]1[NH:22][C:23](=[O:32])[O:24][CH2:25][C:26]1[CH:31]=[CH:30][CH:29]=[CH:28][CH:27]=1)=O.C(N(CC)CC)C.C(O[BH-](OC(=O)C)OC(=O)C)(=O)C.[Na+].[OH-].[Na+]. The product is [CH2:25]([O:24][C:23](=[O:32])[NH:22][C@@H:17]1[CH2:18][CH2:19][CH2:20][CH2:21][C@H:16]1[CH2:14][NH:13][CH:8]1[CH2:7][CH2:6][C:5]2[C:10](=[CH:11][CH:12]=[C:3]([F:2])[CH:4]=2)[CH2:9]1)[C:26]1[CH:31]=[CH:30][CH:29]=[CH:28][CH:27]=1.